From a dataset of hERG potassium channel inhibition data for cardiac toxicity prediction from Karim et al.. Regression/Classification. Given a drug SMILES string, predict its toxicity properties. Task type varies by dataset: regression for continuous values (e.g., LD50, hERG inhibition percentage) or binary classification for toxic/non-toxic outcomes (e.g., AMES mutagenicity, cardiotoxicity, hepatotoxicity). Dataset: herg_karim. (1) The drug is CS(=O)(=O)c1ccc(CC(C(=O)O)N2CCC(CN3CCC(Oc4ccc(CO)c(Cl)c4)CC3)CC2)cc1. The result is 0 (non-blocker). (2) The drug is NC1CC1COc1ccc2ncc(F)c(CCC34CCC(NCc5ccc6c(n5)NC(=O)CO6)(CC3)CO4)c2n1. The result is 1 (blocker). (3) The molecule is O=C1O[C@]2(CC[C@H](c3nc4cc(OC(F)(F)F)ccc4[nH]3)CC2)CN1c1ccccc1F. The result is 1 (blocker). (4) The molecule is COCCOc1cc2ncc(C(N)=O)c(Nc3cccc(Cl)c3Cl)c2cc1N1CCN(C)CC1. The result is 1 (blocker). (5) The compound is O=[N+]([O-])c1cn2c(n1)O[C@@H](COc1ccc(-c3ccc(F)cc3)nc1)CC2. The result is 0 (non-blocker).